Task: Predict the reaction yield, written as a fraction of the theoretical maximum amount of product (1.0 means a 100% yield; for example, 0.34 means a 34% yield).. Dataset: Reaction yield outcomes from USPTO patents with 853,638 reactions The reactants are CCN=C=NCCCN(C)C.Cl.[NH2:13][C@H:14]1[CH2:19][CH2:18][N:17]([C:20]([O:22][C:23]([CH3:26])([CH3:25])[CH3:24])=[O:21])[CH2:16][C@H:15]1[O:27][CH3:28].[Cl:29][C:30]1[N:31]=[C:32]([C:37](OCC)=[O:38])[NH:33][C:34]=1[CH2:35][CH3:36].Cl. The catalyst is CN(C1C=CN=CC=1)C.CC(N(C)C)=O. The product is [Cl:29][C:30]1[N:31]=[C:32]([C:37]([NH:13][C@H:14]2[CH2:19][CH2:18][N:17]([C:20]([O:22][C:23]([CH3:24])([CH3:25])[CH3:26])=[O:21])[CH2:16][C@H:15]2[O:27][CH3:28])=[O:38])[NH:33][C:34]=1[CH2:35][CH3:36]. The yield is 0.620.